Dataset: Full USPTO retrosynthesis dataset with 1.9M reactions from patents (1976-2016). Task: Predict the reactants needed to synthesize the given product. (1) Given the product [Cl:1][C:2]1[CH:11]=[CH:10][C:9]([OH:8])=[C:4]([C:5]2[N:19]([CH3:18])[N:20]=[CH:7][CH:6]=2)[CH:3]=1, predict the reactants needed to synthesize it. The reactants are: [Cl:1][C:2]1[CH:3]=[C:4]2[C:9](=[CH:10][CH:11]=1)[O:8][CH:7]=[CH:6][C:5]2=O.S(O)(O)(=O)=O.[CH3:18][NH:19][NH2:20].C(N(CC)CC)C. (2) The reactants are: [Li+].[CH3:2]CC[CH2-].[CH3:6][O:7][C:8]1[CH:15]=[CH:14][C:11]([CH:12]=O)=[CH:10][N:9]=1. Given the product [CH3:6][O:7][C:8]1[CH:15]=[CH:14][C:11]([CH:12]=[CH2:2])=[CH:10][N:9]=1, predict the reactants needed to synthesize it. (3) Given the product [CH2:1]([C:3]1[C:4]([NH:13][C@H:14]2[CH2:18][CH2:17][CH2:16][C@@H:15]2[NH:19][C:20](=[O:33])[C:21]2[CH:26]=[CH:25][CH:24]=[CH:23][C:22]=2[C:27]2[N:39]=[CH:38][CH:32]=[CH:29][N:28]=2)=[N:5][CH:6]=[C:7]([C:9]([F:11])([F:10])[F:12])[N:8]=1)[CH3:2], predict the reactants needed to synthesize it. The reactants are: [CH2:1]([C:3]1[C:4]([NH:13][C@H:14]2[CH2:18][CH2:17][CH2:16][C@@H:15]2[NH:19][C:20](=[O:33])[C:21]2[CH:26]=[CH:25][CH:24]=[CH:23][C:22]=2[C:27]2ON=[C:29]([CH3:32])[N:28]=2)=[N:5][CH:6]=[C:7]([C:9]([F:12])([F:11])[F:10])[N:8]=1)[CH3:2].Cl.C(C1[C:38](N[C@H]2CCC[C@@H]2N)=[N:39]C=C(C(F)(F)F)N=1)C.N1C=CC=NC=1C1C=CC=CC=1C(O)=O. (4) Given the product [C:17]1([C:35]2[N:34]=[C:14]([CH:11]3[CH2:10][CH2:9][N:8]([C:6]([O:5][C:1]([CH3:2])([CH3:3])[CH3:4])=[O:7])[CH2:13][CH2:12]3)[O:16][N:31]=2)[CH:22]=[CH:21][CH:20]=[CH:19][CH:18]=1, predict the reactants needed to synthesize it. The reactants are: [C:1]([O:5][C:6]([N:8]1[CH2:13][CH2:12][CH:11]([C:14]([OH:16])=O)[CH2:10][CH2:9]1)=[O:7])([CH3:4])([CH3:3])[CH3:2].[C:17]1(C)[CH:22]=[CH:21][CH:20]=[CH:19][CH:18]=1.C1N=CN(C([N:31]2[CH:35]=[N:34]C=C2)=O)C=1.C(OCC)(=O)C. (5) Given the product [Br:68][C:66]1[CH:65]=[CH:64][C:63]([O:69][CH3:70])=[C:62]([NH:61][CH:58]2[CH2:57][CH2:56][N:55]([C:25](=[O:27])[CH2:24][NH:23][C:21]([C:18]3[CH:17]=[C:16]([C:10]4[CH:11]=[CH:12][CH:13]=[CH:14][CH:15]=4)[NH:20][N:19]=3)=[O:22])[CH2:60][CH2:59]2)[CH:67]=1, predict the reactants needed to synthesize it. The reactants are: CCN(C(C)C)C(C)C.[C:10]1([C:16]2[NH:20][N:19]=[C:18]([C:21]([NH:23][CH2:24][C:25]([OH:27])=O)=[O:22])[CH:17]=2)[CH:15]=[CH:14][CH:13]=[CH:12][CH:11]=1.C1C=CC2N(O)N=NC=2C=1.CCN=C=NCCCN(C)C.Cl.Cl.NCC([N:55]1[CH2:60][CH2:59][CH:58]([NH:61][C:62]2[CH:67]=[C:66]([Br:68])[CH:65]=[CH:64][C:63]=2[O:69][CH3:70])[CH2:57][CH2:56]1)=O. (6) Given the product [F:3][C:4]1[CH:5]=[C:6]([C:10]2[CH:18]=[C:17]3[C:13]([CH2:14][CH2:15][CH:16]3[N:19]([CH3:34])[C:20]3[CH:21]=[C:22]([CH:31]=[CH:32][CH:33]=3)[O:23][CH2:24][C:25]([OH:27])=[O:26])=[CH:12][CH:11]=2)[CH:7]=[CH:8][CH:9]=1, predict the reactants needed to synthesize it. The reactants are: [OH-].[Li+].[F:3][C:4]1[CH:5]=[C:6]([C:10]2[CH:18]=[C:17]3[C:13]([CH2:14][CH2:15][CH:16]3[N:19]([CH3:34])[C:20]3[CH:21]=[C:22]([CH:31]=[CH:32][CH:33]=3)[O:23][CH2:24][C:25]([O:27]C(C)C)=[O:26])=[CH:12][CH:11]=2)[CH:7]=[CH:8][CH:9]=1.